This data is from Reaction yield outcomes from USPTO patents with 853,638 reactions. The task is: Predict the reaction yield, written as a fraction of the theoretical maximum amount of product (1.0 means a 100% yield; for example, 0.34 means a 34% yield). (1) The reactants are CN1C([CH2:7][CH2:8][O:9][C:10]2[CH:15]=[CH:14][C:13]([N:16]3[CH2:21][CH2:20][N:19]([C:22]4[CH2:23][CH2:24][C:25]5[N:26]([C:28]([C:31]([F:34])([F:33])[F:32])=[N:29][N:30]=5)[N:27]=4)[CH2:18][CH2:17]3)=[CH:12][CH:11]=2)=CC=N1.OCC[N:38]1[CH2:43][CH2:42][N:41]([C:44]([O:46][C:47]([CH3:50])([CH3:49])[CH3:48])=[O:45])[CH2:40][CH2:39]1. No catalyst specified. The product is [F:34][C:31]([F:32])([F:33])[C:28]1[N:26]2[N:27]=[C:22]([N:19]3[CH2:18][CH2:17][N:16]([C:13]4[CH:14]=[CH:15][C:10]([O:9][CH2:8][CH2:7][N:38]5[CH2:39][CH2:40][N:41]([C:44]([O:46][C:47]([CH3:50])([CH3:49])[CH3:48])=[O:45])[CH2:42][CH2:43]5)=[CH:11][CH:12]=4)[CH2:21][CH2:20]3)[CH:23]=[CH:24][C:25]2=[N:30][N:29]=1. The yield is 0.600. (2) The yield is 0.890. The catalyst is CO. The reactants are [Cl:1][C:2]1[CH:10]=[C:9]2[C:5]([CH2:6][C:7](=[O:11])[NH:8]2)=[CH:4][CH:3]=1.[Cl:12][C:13]1[C:14]([F:21])=[C:15]([CH:18]=[CH:19][CH:20]=1)[CH:16]=O.N1CCCCC1. The product is [Cl:1][C:2]1[CH:10]=[C:9]2[C:5](/[C:6](=[CH:16]/[C:15]3[CH:18]=[CH:19][CH:20]=[C:13]([Cl:12])[C:14]=3[F:21])/[C:7](=[O:11])[NH:8]2)=[CH:4][CH:3]=1. (3) The reactants are [N+]([C:4]1[CH:5]=[C:6]2[C:10](=[CH:11][CH:12]=1)[C:9](=[O:13])[N:8]([C:14]1[CH:19]=[CH:18][CH:17]=[CH:16][CH:15]=1)[C:7]2=[O:20])([O-])=O.[F:21][C:22]1[CH:27]=[CH:26][C:25]([O-:28])=[CH:24][CH:23]=1.[Na+].Cl. The catalyst is CN(C=O)C. The product is [F:21][C:22]1[CH:27]=[CH:26][C:25]([O:28][C:11]2[CH:12]=[CH:4][CH:5]=[C:6]3[C:10]=2[C:9](=[O:13])[N:8]([C:14]2[CH:19]=[CH:18][CH:17]=[CH:16][CH:15]=2)[C:7]3=[O:20])=[CH:24][CH:23]=1. The yield is 0.410. (4) The reactants are [CH3:1][O:2][C:3]1[CH:20]=[C:19]([O:21][CH3:22])[CH:18]=[CH:17][C:4]=1[CH2:5][N:6]1[CH:14]2[CH:9]([CH2:10][CH2:11][C:12](=O)[CH2:13]2)[CH2:8][C:7]1=[O:16].[H][H].[NH3:25]. The catalyst is CO.[Pd]. The product is [NH2:25][CH:12]1[CH2:13][CH:14]2[CH:9]([CH2:8][C:7](=[O:16])[N:6]2[CH2:5][C:4]2[CH:17]=[CH:18][C:19]([O:21][CH3:22])=[CH:20][C:3]=2[O:2][CH3:1])[CH2:10][CH2:11]1. The yield is 0.610. (5) The reactants are COC1C=CC([CH2:7][N:8](C)[S:9]([C:12]2[CH:17]=[CH:16][C:15]([O:18][C:19]3[CH:24]=[C:23]([C:25]4[NH:26][C:27]([C:30]5[O:31][C@@H:32]([CH3:35])[CH2:33][N:34]=5)=[CH:28][CH:29]=4)[CH:22]=[C:21]([O:36][C@@H:37]([CH3:41])[CH2:38][O:39][CH3:40])[CH:20]=3)=[CH:14][N:13]=2)(=[O:11])=[O:10])=CC=1. The catalyst is FC(F)(F)C(O)=O. The product is [CH3:40][O:39][CH2:38][C@H:37]([CH3:41])[O:36][C:21]1[CH:20]=[C:19]([CH:24]=[C:23]([C:25]2[NH:26][C:27]([C:30]3[O:31][C@@H:32]([CH3:35])[CH2:33][N:34]=3)=[CH:28][CH:29]=2)[CH:22]=1)[O:18][C:15]1[CH:16]=[CH:17][C:12]([S:9]([NH:8][CH3:7])(=[O:11])=[O:10])=[N:13][CH:14]=1. The yield is 0.880. (6) The reactants are [CH:1]1([CH:7]([C:9]2[C:10]([CH3:22])=[N:11][N:12]([C:14]3[CH:19]=[CH:18][C:17]([F:20])=[CH:16][C:15]=3[CH3:21])[CH:13]=2)O)[CH2:6][CH2:5][CH2:4][CH2:3][CH2:2]1.[NH2:23][C:24]1[CH:29]=[CH:28][C:27]([C:30]([N:32]([CH3:40])[CH2:33][CH2:34][C:35]([O:37]CC)=[O:36])=[O:31])=[CH:26][CH:25]=1. No catalyst specified. The product is [F:20][C:17]1[CH:18]=[CH:19][C:14]([N:12]2[CH:13]=[C:9]([CH:7]([NH:23][C:24]3[CH:25]=[CH:26][C:27]([C:30]([N:32]([CH3:40])[CH2:33][CH2:34][C:35]([OH:37])=[O:36])=[O:31])=[CH:28][CH:29]=3)[CH:1]3[CH2:6][CH2:5][CH2:4][CH2:3][CH2:2]3)[C:10]([CH3:22])=[N:11]2)=[C:15]([CH3:21])[CH:16]=1. The yield is 0.600. (7) The reactants are Cl[CH2:2][C:3]([N:5]1[CH2:10][CH2:9][N:8]([S:11]([C:14]2[CH:23]=[CH:22][C:21]3[C:16](=[CH:17][CH:18]=[CH:19][CH:20]=3)[CH:15]=2)(=[O:13])=[O:12])[CH2:7][CH2:6]1)=[O:4].C1COCC1.[CH3:29][NH2:30]. The catalyst is O. The product is [CH3:29][NH:30][CH2:2][C:3]([N:5]1[CH2:10][CH2:9][N:8]([S:11]([C:14]2[CH:23]=[CH:22][C:21]3[C:16](=[CH:17][CH:18]=[CH:19][CH:20]=3)[CH:15]=2)(=[O:13])=[O:12])[CH2:7][CH2:6]1)=[O:4]. The yield is 0.229.